From a dataset of Forward reaction prediction with 1.9M reactions from USPTO patents (1976-2016). Predict the product of the given reaction. (1) Given the reactants [CH3:1][N:2]1[C:11]2[C:6](=[CH:7][C:8]([OH:12])=[CH:9][CH:10]=2)[CH2:5][CH2:4][CH2:3]1.[H-].[Na+].[CH2:15]([N:21]=[C:22]=[O:23])[CH2:16][CH2:17][CH2:18][CH2:19][CH3:20], predict the reaction product. The product is: [CH3:1][N:2]1[C:11]2[C:6](=[CH:7][C:8]([O:12][C:22](=[O:23])[NH:21][CH2:15][CH2:16][CH2:17][CH2:18][CH2:19][CH3:20])=[CH:9][CH:10]=2)[CH2:5][CH2:4][CH2:3]1. (2) Given the reactants N[C:2]1[CH:7]=[C:6]([CH3:8])[CH:5]=[CH:4][C:3]=1[S:9]([NH:12][C:13]1[CH:14]=[CH:15][CH:16]=[C:17]2[C:22]=1[N:21]=[CH:20][CH:19]=[CH:18]2)(=[O:11])=[O:10].N(OC(C)(C)C)=O.CC(O)=O, predict the reaction product. The product is: [CH3:8][C:6]1[CH:7]=[C:2]2[C:3]([S:9](=[O:10])(=[O:11])[NH:12][C:13]3[C:14]2=[CH:15][CH:16]=[C:17]2[C:22]=3[N:21]=[CH:20][CH:19]=[CH:18]2)=[CH:4][CH:5]=1. (3) The product is: [F:17][C:14]1[CH:15]=[CH:16][C:11]2[N:10]=[C:9]([CH3:18])[N:8]([C:6]3[N:5]=[C:4]([NH:19][C:20]4[CH:25]=[CH:24][C:23]([O:26][CH3:27])=[CH:22][CH:21]=4)[CH:3]=[C:2]([NH2:28])[N:7]=3)[C:12]=2[CH:13]=1. Given the reactants Cl[C:2]1[N:7]=[C:6]([N:8]2[C:12]3[CH:13]=[C:14]([F:17])[CH:15]=[CH:16][C:11]=3[N:10]=[C:9]2[CH3:18])[N:5]=[C:4]([NH:19][C:20]2[CH:25]=[CH:24][C:23]([O:26][CH3:27])=[CH:22][CH:21]=2)[CH:3]=1.[NH4+:28].[OH-], predict the reaction product.